This data is from Full USPTO retrosynthesis dataset with 1.9M reactions from patents (1976-2016). The task is: Predict the reactants needed to synthesize the given product. Given the product [NH2:1][C:2]1[N:3]([C:14]([O:16][C:17]([CH3:20])([CH3:19])[CH3:18])=[O:15])[CH:4]=[C:5]([CH2:7][CH2:8][CH2:9][CH2:10][CH2:11][C:12]2[N:23]=[N:22][N:21]([CH2:24][CH2:25][NH:26][S:27]([C:30]3[C:31]([CH3:40])=[C:32]([CH3:39])[C:33]([CH3:38])=[C:34]([CH3:37])[C:35]=3[CH3:36])(=[O:28])=[O:29])[CH:13]=2)[N:6]=1, predict the reactants needed to synthesize it. The reactants are: [NH2:1][C:2]1[N:3]([C:14]([O:16][C:17]([CH3:20])([CH3:19])[CH3:18])=[O:15])[CH:4]=[C:5]([CH2:7][CH2:8][CH2:9][CH2:10][CH2:11][C:12]#[CH:13])[N:6]=1.[N:21]([CH2:24][CH2:25][NH:26][S:27]([C:30]1[C:35]([CH3:36])=[C:34]([CH3:37])[C:33]([CH3:38])=[C:32]([CH3:39])[C:31]=1[CH3:40])(=[O:29])=[O:28])=[N+:22]=[N-:23].